This data is from Reaction yield outcomes from USPTO patents with 853,638 reactions. The task is: Predict the reaction yield, written as a fraction of the theoretical maximum amount of product (1.0 means a 100% yield; for example, 0.34 means a 34% yield). The reactants are [H-].[Al+3].[Li+].[H-].[H-].[H-].[CH2:7]([C@@H:10]1[NH:15][C:14](=O)[CH2:13][O:12][CH2:11]1)[CH2:8][CH3:9]. The catalyst is C1COCC1. The product is [CH2:7]([C@H:10]1[CH2:11][O:12][CH2:13][CH2:14][NH:15]1)[CH2:8][CH3:9]. The yield is 0.980.